From a dataset of Full USPTO retrosynthesis dataset with 1.9M reactions from patents (1976-2016). Predict the reactants needed to synthesize the given product. (1) The reactants are: [C:1]([O:5][C:6]([C:8]1[CH:13]=[CH:12][CH:11]=[CH:10][C:9]=1[C:14]1[CH:19]=[CH:18][C:17]([CH2:20][N:21]2[C:29]3[C:24](=[CH:25][C:26]([C:30](O)=[O:31])=[CH:27][CH:28]=3)[C:23]([CH3:33])=[C:22]2[CH3:34])=[CH:16][CH:15]=1)=[O:7])([CH3:4])([CH3:3])[CH3:2].CCN(C(C)C)C(C)C.CN(C(ON1N=NC2C=CC=NC1=2)=[N+](C)C)C.F[P-](F)(F)(F)(F)F.[Cl-].[C:69]([C:73]1[CH:78]=[CH:77][C:76]([C@@H:79]([NH3+:81])[CH3:80])=[CH:75][CH:74]=1)([CH3:72])([CH3:71])[CH3:70]. Given the product [C:69]([C:73]1[CH:74]=[CH:75][C:76]([C@@H:79]([NH:81][C:30]([C:26]2[CH:25]=[C:24]3[C:29](=[CH:28][CH:27]=2)[N:21]([CH2:20][C:17]2[CH:16]=[CH:15][C:14]([C:9]4[C:8]([C:6]([O:5][C:1]([CH3:2])([CH3:3])[CH3:4])=[O:7])=[CH:13][CH:12]=[CH:11][CH:10]=4)=[CH:19][CH:18]=2)[C:22]([CH3:34])=[C:23]3[CH3:33])=[O:31])[CH3:80])=[CH:77][CH:78]=1)([CH3:72])([CH3:70])[CH3:71], predict the reactants needed to synthesize it. (2) Given the product [NH2:8][C:9]1[C:10]([C:19]([NH:7][C:2]2[CH:3]=[CH:4][CH:5]=[CH:6][N:1]=2)=[O:20])=[N:11][CH:12]=[C:13]([NH:15][CH:16]([CH3:18])[CH3:17])[N:14]=1, predict the reactants needed to synthesize it. The reactants are: [N:1]1[CH:6]=[CH:5][CH:4]=[CH:3][C:2]=1[NH2:7].[NH2:8][C:9]1[C:10]([C:19](O)=[O:20])=[N:11][CH:12]=[C:13]([NH:15][CH:16]([CH3:18])[CH3:17])[N:14]=1. (3) Given the product [O:5]1[CH2:6][CH2:7][CH2:8][O:9][CH:4]1[CH2:3][CH2:2][CH:17]([CH:11]1[CH2:12][CH:13]2[CH2:16][CH:10]1[CH:15]=[CH:14]2)[OH:18], predict the reactants needed to synthesize it. The reactants are: Br[CH2:2][CH2:3][CH:4]1[O:9][CH2:8][CH2:7][CH2:6][O:5]1.[CH:10]12[CH2:16][CH:13]([CH:14]=[CH:15]1)[CH2:12][CH:11]2[CH:17]=[O:18].[Cl-].[NH4+]. (4) Given the product [CH3:1][O:2][C:3](=[O:35])[CH2:4][C:5]1[CH:6]=[CH:7][C:8]2[O:12][C:11]([NH:13][CH:14]3[CH2:19][CH2:18][N:17]([CH2:20][C:21]4[CH:26]=[C:25]([O:27][CH2:28][CH3:29])[C:24]([N:47]5[CH:51]=[N:50][CH:49]=[N:48]5)=[C:23]([O:31][CH2:32][CH3:33])[CH:22]=4)[CH2:16][CH2:15]3)=[N:10][C:9]=2[CH:34]=1, predict the reactants needed to synthesize it. The reactants are: [CH3:1][O:2][C:3](=[O:35])[CH2:4][C:5]1[CH:6]=[CH:7][C:8]2[O:12][C:11]([NH:13][CH:14]3[CH2:19][CH2:18][N:17]([CH2:20][C:21]4[CH:26]=[C:25]([O:27][CH2:28][CH3:29])[C:24](F)=[C:23]([O:31][CH2:32][CH3:33])[CH:22]=4)[CH2:16][CH2:15]3)=[N:10][C:9]=2[CH:34]=1.C(OC1C=C(C=C(OCC)C=1[N:47]1[CH:51]=[N:50][CH:49]=[N:48]1)C=O)C.C([BH3-])#N.[Na+].C(N(C(C)C)C(C)C)C. (5) Given the product [CH2:1]([C@@H:8]([C@@H:11]([O:13][CH2:14][C:15]1[CH:16]=[CH:17][C:18]([O:21][CH3:22])=[CH:19][CH:20]=1)[CH3:12])[C@@H:9]([OH:10])[CH:23]=[CH2:24])[C:2]1[CH:3]=[CH:4][CH:5]=[CH:6][CH:7]=1, predict the reactants needed to synthesize it. The reactants are: [CH2:1]([C@@H:8]([C@@H:11]([O:13][CH2:14][C:15]1[CH:20]=[CH:19][C:18]([O:21][CH3:22])=[CH:17][CH:16]=1)[CH3:12])[CH:9]=[O:10])[C:2]1[CH:7]=[CH:6][CH:5]=[CH:4][CH:3]=1.[CH:23]([Mg]Br)=[CH2:24]. (6) Given the product [CH2:31]([CH:2]1[C:11]2[C:6](=[N:7][C:8]([C:18]3[CH:23]=[CH:22][CH:21]=[CH:20][CH:19]=3)=[C:9]([C:12]3[CH:17]=[CH:16][CH:15]=[CH:14][CH:13]=3)[N:10]=2)[NH:5][CH2:4][CH2:3]1)[CH3:32], predict the reactants needed to synthesize it. The reactants are: Br[CH:2]1[C:11]2[C:6](=[N:7][C:8]([C:18]3[CH:23]=[CH:22][CH:21]=[CH:20][CH:19]=3)=[C:9]([C:12]3[CH:17]=[CH:16][CH:15]=[CH:14][CH:13]=3)[N:10]=2)[N:5](C(OC(C)(C)C)=O)[CH2:4][CH2:3]1.[CH2:31]1COC[CH2:32]1.[Cl-].[NH4+].